The task is: Predict the product of the given reaction.. This data is from Forward reaction prediction with 1.9M reactions from USPTO patents (1976-2016). (1) Given the reactants [OH:1][C:2]1[CH:9]=[CH:8][C:5]([CH:6]=[O:7])=[CH:4][CH:3]=1.Cl[C:11]1[CH:18]=[CH:17][C:14]([C:15]#[N:16])=[CH:13][N:12]=1.C([O-])([O-])=O.[K+].[K+].CC(N(C)C)=O.C1(C)C=CC=CC=1, predict the reaction product. The product is: [CH:6]([C:5]1[CH:8]=[CH:9][C:2]([O:1][C:11]2[CH:18]=[CH:17][C:14]([C:15]#[N:16])=[CH:13][N:12]=2)=[CH:3][CH:4]=1)=[O:7]. (2) Given the reactants [C:1]1(/[CH:7]=[CH:8]/B(O)O)[CH:6]=[CH:5][CH:4]=[CH:3][CH:2]=1.[C:12]([O:16][C:17]([N:19]1[CH2:24][CH2:23][CH:22]([C:25]2[NH:26][C:27]([C:35]3[CH:40]=[CH:39][N:38]=[C:37](Cl)[CH:36]=3)=[CH:28][C:29]=2[C:30]([O:32][CH2:33][CH3:34])=[O:31])[CH2:21][CH2:20]1)=[O:18])([CH3:15])([CH3:14])[CH3:13], predict the reaction product. The product is: [C:12]([O:16][C:17]([N:19]1[CH2:24][CH2:23][CH:22]([C:25]2[NH:26][C:27]([C:35]3[CH:36]=[CH:37][N:38]=[C:39](/[CH:8]=[CH:7]/[C:1]4[CH:6]=[CH:5][CH:4]=[CH:3][CH:2]=4)[CH:40]=3)=[CH:28][C:29]=2[C:30]([O:32][CH2:33][CH3:34])=[O:31])[CH2:21][CH2:20]1)=[O:18])([CH3:13])([CH3:14])[CH3:15]. (3) Given the reactants Br[C:2]1[C:3]([C:25]2[CH:30]=[CH:29][N:28]=[CH:27][CH:26]=2)=[C:4]([C:17]2[CH:22]=[CH:21][C:20]([F:23])=[C:19]([F:24])[CH:18]=2)[N:5]([Si](C(C)C)(C(C)C)C(C)C)[CH:6]=1.Br[C:32]1[C:33](C2C=CN=CC=2)=[C:34]([C:47]2[CH:52]=[CH:51][C:50](F)=CC=2)[N:35]([Si](C(C)C)(C(C)C)C(C)C)[CH:36]=1.C1C2N(CCC(=O)C2)CC1.C(N1CCC(=O)CC1)C1C=CC=CC=1, predict the reaction product. The product is: [F:24][C:19]1[CH:18]=[C:17]([C:4]2[NH:5][CH:6]=[C:2]([C:52]3[CH2:47][CH:34]4[N:35]([CH2:36][CH2:32][CH2:33]4)[CH2:50][CH:51]=3)[C:3]=2[C:25]2[CH:30]=[CH:29][N:28]=[CH:27][CH:26]=2)[CH:22]=[CH:21][C:20]=1[F:23]. (4) Given the reactants [C:1]([C:4]1[N:8]([CH2:9][C:10]2[CH:15]=[CH:14][C:13]([C:16]3[C:17]([S:22]([NH2:25])(=[O:24])=[O:23])=[CH:18][CH:19]=[CH:20][CH:21]=3)=[CH:12][CH:11]=2)[C:7]([C:26]2[CH:31]=[CH:30][CH:29]=[CH:28][CH:27]=2)=[N:6][C:5]=1Cl)(=[O:3])[CH3:2].[OH-:33].[Na+].[CH3:35]O, predict the reaction product. The product is: [C:1]([C:4]1[N:8]([CH2:9][C:10]2[CH:15]=[CH:14][C:13]([C:16]3[C:17]([S:22]([NH2:25])(=[O:24])=[O:23])=[CH:18][CH:19]=[CH:20][CH:21]=3)=[CH:12][CH:11]=2)[C:7]([C:26]2[CH:31]=[CH:30][CH:29]=[CH:28][CH:27]=2)=[N:6][C:5]=1[O:33][CH3:35])(=[O:3])[CH3:2]. (5) Given the reactants [CH:1]([C:4]1[CH:9]=[CH:8][C:7]([CH2:10][C:11]([OH:13])=O)=[CH:6][CH:5]=1)([CH3:3])[CH3:2].Cl.[CH3:15][O:16][C:17]1[CH:18]=[CH:19][C:20]([C@H:23]([NH2:25])[CH3:24])=[N:21][CH:22]=1.C(Cl)CCl.ON1C2N=CC=CC=2N=N1.C(N(CC)C(C)C)(C)C, predict the reaction product. The product is: [CH:1]([C:4]1[CH:5]=[CH:6][C:7]([CH2:10][C:11]([NH:25][C@@H:23]([C:20]2[CH:19]=[CH:18][C:17]([O:16][CH3:15])=[CH:22][N:21]=2)[CH3:24])=[O:13])=[CH:8][CH:9]=1)([CH3:2])[CH3:3]. (6) Given the reactants C(=O)([O-])O.[Cs+:5].[C:6]([O:10][C:11]([NH:13][C@@H:14]([CH2:18][C:19]1[CH:24]=[CH:23][C:22]([O:25][CH2:26][C:27]2[CH:32]=[CH:31][CH:30]=[CH:29][CH:28]=2)=[C:21]([O:33][CH2:34][C:35]2[CH:40]=[CH:39][CH:38]=[CH:37][CH:36]=2)[CH:20]=1)[C:15]([OH:17])=[O:16])=[O:12])([CH3:9])([CH3:8])[CH3:7], predict the reaction product. The product is: [Cs+:5].[C:6]([O:10][C:11]([NH:13][C@@H:14]([CH2:18][C:19]1[CH:24]=[CH:23][C:22]([O:25][CH2:26][C:27]2[CH:32]=[CH:31][CH:30]=[CH:29][CH:28]=2)=[C:21]([O:33][CH2:34][C:35]2[CH:40]=[CH:39][CH:38]=[CH:37][CH:36]=2)[CH:20]=1)[C:15]([O-:17])=[O:16])=[O:12])([CH3:9])([CH3:7])[CH3:8]. (7) The product is: [C:18]([C:17]1[CH:20]=[CH:21][C:14]([CH2:13][NH:12][C:5](=[O:7])[C:4]2[CH:8]=[CH:9][N:10]=[C:2]([CH3:1])[CH:3]=2)=[C:15]([OH:22])[CH:16]=1)#[N:19]. Given the reactants [CH3:1][C:2]1[CH:3]=[C:4]([CH:8]=[CH:9][N:10]=1)[C:5]([OH:7])=O.Cl.[NH2:12][CH2:13][C:14]1[CH:21]=[CH:20][C:17]([C:18]#[N:19])=[CH:16][C:15]=1[OH:22], predict the reaction product.